From a dataset of Catalyst prediction with 721,799 reactions and 888 catalyst types from USPTO. Predict which catalyst facilitates the given reaction. (1) Reactant: I[C:2]1[C:10]2[C:9]([NH2:11])=[N:8][CH:7]=[N:6][C:5]=2[N:4]([C@H:12]2[CH2:15][C@@H:14]([CH2:16][N:17]3[CH2:22][CH2:21][S:20](=[O:23])[CH2:19][CH2:18]3)[CH2:13]2)[CH:3]=1.CC1(C)C(C)(C)OB([C:32]2[CH:37]=[CH:36][CH:35]=[C:34]([O:38][CH2:39][C@@H:40]3[CH2:44][CH2:43][CH2:42][O:41]3)[CH:33]=2)O1. Product: [O:23]=[S:20]1[CH2:21][CH2:22][N:17]([CH2:16][C@@H:14]2[CH2:15][C@H:12]([N:4]3[C:5]4[N:6]=[CH:7][N:8]=[C:9]([NH2:11])[C:10]=4[C:2]([C:32]4[CH:37]=[CH:36][CH:35]=[C:34]([O:38][CH2:39][C@@H:40]5[CH2:44][CH2:43][CH2:42][O:41]5)[CH:33]=4)=[CH:3]3)[CH2:13]2)[CH2:18][CH2:19]1. The catalyst class is: 61. (2) Reactant: [CH2:1]([CH:8]1[NH:13][CH2:12][CH2:11][N:10]([C:14]2[CH:19]=[CH:18][C:17]([O:20][CH3:21])=[C:16]([O:22][CH:23]3[CH2:27][CH2:26][CH2:25][CH2:24]3)[CH:15]=2)[CH2:9]1)[C:2]1[CH:7]=[CH:6][CH:5]=[CH:4][CH:3]=1.Cl[CH2:29][C:30]#[N:31].C([O-])([O-])=O.[K+].[K+]. Product: [CH2:1]([C@H:8]1[CH2:9][N:10]([C:14]2[CH:19]=[CH:18][C:17]([O:20][CH3:21])=[C:16]([O:22][CH:23]3[CH2:27][CH2:26][CH2:25][CH2:24]3)[CH:15]=2)[CH2:11][CH2:12][N:13]1[CH2:29][C:30]#[N:31])[C:2]1[CH:3]=[CH:4][CH:5]=[CH:6][CH:7]=1. The catalyst class is: 3. (3) The catalyst class is: 767. Reactant: C(N(CC)CC)C.[CH3:8][O:9][C:10](=[O:44])[CH2:11][C:12]1[CH:13]=[N:14][CH:15]=[C:16]([C:18]2[CH:23]=[CH:22][C:21]([C:24]([CH2:42][CH3:43])([C:27]3[CH:32]=[CH:31][C:30](OS(C(F)(F)F)(=O)=O)=[C:29]([CH3:41])[CH:28]=3)[CH2:25][CH3:26])=[CH:20][CH:19]=2)[CH:17]=1.[C:45]([C:47]1([OH:52])[CH2:51][CH2:50][CH2:49][CH2:48]1)#[CH:46]. Product: [CH3:8][O:9][C:10](=[O:44])[CH2:11][C:12]1[CH:13]=[N:14][CH:15]=[C:16]([C:18]2[CH:19]=[CH:20][C:21]([C:24]([CH2:42][CH3:43])([C:27]3[CH:32]=[CH:31][C:30]([C:46]#[C:45][C:47]4([OH:52])[CH2:51][CH2:50][CH2:49][CH2:48]4)=[C:29]([CH3:41])[CH:28]=3)[CH2:25][CH3:26])=[CH:22][CH:23]=2)[CH:17]=1. (4) Reactant: [C:1](=[O:4])([O-])[O-:2].[K+].[K+].Br[C:8]1[CH:16]=[CH:15][C:11]([C:12](O)=O)=[CH:10][CH:9]=1. Product: [CH3:12][C:11]1[CH:15]=[CH:16][CH:8]=[CH:9][C:10]=1[C:8]1[CH:16]=[CH:15][C:11]([C:1]([OH:2])=[O:4])=[CH:10][CH:9]=1. The catalyst class is: 257. (5) Reactant: [CH3:1][O:2][C:3](=[O:13])[C:4]1[C:9]([CH2:10]Br)=[CH:8][CH:7]=[CH:6][C:5]=1[Br:12].C[N+]1([O-])CC[O:18]CC1. Product: [CH3:1][O:2][C:3](=[O:13])[C:4]1[C:9]([CH:10]=[O:18])=[CH:8][CH:7]=[CH:6][C:5]=1[Br:12]. The catalyst class is: 10. (6) Reactant: O[Li].O.C[O:5][C:6](=[O:46])[CH2:7][C:8]1[CH:45]=[CH:44][CH:43]=[CH:42][C:9]=1[CH2:10][CH2:11][C:12]1[C:17]([C:18]([F:21])([F:20])[F:19])=[CH:16][N:15]=[C:14]([NH:22][C:23]2[CH:24]=[CH:25][C:26]([CH:29]3[CH2:34][CH2:33][N:32]([C:35]([O:37][C:38]([CH3:41])([CH3:40])[CH3:39])=[O:36])[CH2:31][CH2:30]3)=[N:27][CH:28]=2)[N:13]=1. Product: [C:38]([O:37][C:35]([N:32]1[CH2:31][CH2:30][CH:29]([C:26]2[N:27]=[CH:28][C:23]([NH:22][C:14]3[N:13]=[C:12]([CH2:11][CH2:10][C:9]4[CH:42]=[CH:43][CH:44]=[CH:45][C:8]=4[CH2:7][C:6]([OH:46])=[O:5])[C:17]([C:18]([F:19])([F:20])[F:21])=[CH:16][N:15]=3)=[CH:24][CH:25]=2)[CH2:34][CH2:33]1)=[O:36])([CH3:41])([CH3:39])[CH3:40]. The catalyst class is: 90. (7) Reactant: O[CH2:2][CH2:3][C@H:4]1[CH2:6][C@H:5]1[CH:7]1[CH2:12][CH2:11][N:10]([C:13]([O:15][C:16]([CH3:19])([CH3:18])[CH3:17])=[O:14])[CH2:9][CH2:8]1.C1(P(C2C=CC=CC=2)C2C=CC=CC=2)C=CC=CC=1.[I:39]I.N1C=CN=C1. Product: [I:39][CH2:2][CH2:3][C@H:4]1[CH2:6][C@H:5]1[CH:7]1[CH2:12][CH2:11][N:10]([C:13]([O:15][C:16]([CH3:19])([CH3:18])[CH3:17])=[O:14])[CH2:9][CH2:8]1. The catalyst class is: 268. (8) Reactant: [NH2:1][CH:2]1[CH2:8][C:7]([CH3:10])([CH3:9])[C:6]2[CH:11]=[CH:12][C:13]([N+:15]([O-:17])=[O:16])=[CH:14][C:5]=2[N:4]([CH2:18][CH3:19])[C:3]1=[O:20].[F:21][C:22]([F:33])([F:32])[C:23](O[C:23](=[O:24])[C:22]([F:33])([F:32])[F:21])=[O:24].N1C=CC=CC=1. Product: [CH2:18]([N:4]1[C:3](=[O:20])[CH:2]([NH:1][C:23](=[O:24])[C:22]([F:33])([F:32])[F:21])[CH2:8][C:7]([CH3:10])([CH3:9])[C:6]2[CH:11]=[CH:12][C:13]([N+:15]([O-:17])=[O:16])=[CH:14][C:5]1=2)[CH3:19]. The catalyst class is: 2. (9) The catalyst class is: 6. Reactant: [N:1]1([C:8]2[CH:13]=[C:12]([Cl:14])[N:11]=[C:10]([NH:15][C@H:16]3[CH2:20][CH2:19][N:18]([CH:21]4[CH2:30][CH2:29][C:24]5(OCC[O:25]5)[CH2:23][CH2:22]4)[C@@H:17]3[CH2:31][CH2:32][CH2:33][N:34]=[N+:35]=[N-:36])[N:9]=2)[CH2:7][CH2:6][CH2:5][CH2:4][CH2:3][CH2:2]1.FC(F)(F)C(O)=O. Product: [N:1]1([C:8]2[CH:13]=[C:12]([Cl:14])[N:11]=[C:10]([NH:15][C@H:16]3[CH2:20][CH2:19][N:18]([CH:21]4[CH2:30][CH2:29][C:24](=[O:25])[CH2:23][CH2:22]4)[C@@H:17]3[CH2:31][CH2:32][CH2:33][N:34]=[N+:35]=[N-:36])[N:9]=2)[CH2:2][CH2:3][CH2:4][CH2:5][CH2:6][CH2:7]1. (10) Reactant: [Br:1][C:2]1[CH:3]=[CH:4][C:5]([O:16][CH2:17][C:18]2[CH:23]=[CH:22][C:21]([Cl:24])=[CH:20][CH:19]=2)=[C:6]([CH2:8][N:9]2[CH2:14][CH2:13][C:12](=[O:15])[CH2:11][CH2:10]2)[CH:7]=1.O([C:27](C)(C)C)[K]. Product: [Br:1][C:2]1[CH:3]=[CH:4][C:5]([O:16][CH2:17][C:18]2[CH:19]=[CH:20][C:21]([Cl:24])=[CH:22][CH:23]=2)=[C:6]([CH2:8][N:9]2[CH2:14][CH2:13][C:12]3([O:15][CH2:27]3)[CH2:11][CH2:10]2)[CH:7]=1. The catalyst class is: 16.